This data is from Full USPTO retrosynthesis dataset with 1.9M reactions from patents (1976-2016). The task is: Predict the reactants needed to synthesize the given product. The reactants are: [C:1]([OH:4])(=O)[CH3:2].C(N1C=CN=C1)(N1C=CN=C1)=O.[F:17][C:18]1[CH:23]=[CH:22][C:21]([CH:24]2[N:28]([S:29]([C:32]3[CH:37]=[CH:36][C:35]([CH3:38])=[CH:34][CH:33]=3)(=[O:31])=[O:30])[CH:27]([C:39]([NH:41]O)=[NH:40])[CH2:26][CH2:25]2)=[CH:20][CH:19]=1. Given the product [F:17][C:18]1[CH:23]=[CH:22][C:21]([CH:24]2[N:28]([S:29]([C:32]3[CH:37]=[CH:36][C:35]([CH3:38])=[CH:34][CH:33]=3)(=[O:31])=[O:30])[CH:27]([C:39]3[N:40]=[C:1]([CH3:2])[O:4][N:41]=3)[CH2:26][CH2:25]2)=[CH:20][CH:19]=1, predict the reactants needed to synthesize it.